From a dataset of Peptide-MHC class II binding affinity with 134,281 pairs from IEDB. Regression. Given a peptide amino acid sequence and an MHC pseudo amino acid sequence, predict their binding affinity value. This is MHC class II binding data. (1) The peptide sequence is YVGHDEFDAFVAYHI. The MHC is HLA-DPA10201-DPB11401 with pseudo-sequence HLA-DPA10201-DPB11401. The binding affinity (normalized) is 0.679. (2) The peptide sequence is AGQISVQPTFSVQRN. The MHC is DRB1_1101 with pseudo-sequence DRB1_1101. The binding affinity (normalized) is 0.240. (3) The peptide sequence is KKEEKKESGDAASGA. The MHC is HLA-DQA10201-DQB10202 with pseudo-sequence HLA-DQA10201-DQB10202. The binding affinity (normalized) is 0. (4) The peptide sequence is QDPNYVCKHTYVDRG. The MHC is DRB1_0405 with pseudo-sequence DRB1_0405. The binding affinity (normalized) is 0.283. (5) The peptide sequence is GGTWVSATLEQDKCV. The MHC is DRB1_0301 with pseudo-sequence DRB1_0301. The binding affinity (normalized) is 0.216. (6) The peptide sequence is INEPTAAAIAYGLDR. The MHC is HLA-DPA10301-DPB10402 with pseudo-sequence HLA-DPA10301-DPB10402. The binding affinity (normalized) is 0.178. (7) The peptide sequence is NSVIQALTSLGLLYT. The MHC is DRB1_1501 with pseudo-sequence DRB1_1501. The binding affinity (normalized) is 0.979.